Dataset: Peptide-MHC class II binding affinity with 134,281 pairs from IEDB. Task: Regression. Given a peptide amino acid sequence and an MHC pseudo amino acid sequence, predict their binding affinity value. This is MHC class II binding data. (1) The peptide sequence is QEALEDFREFSRAKG. The binding affinity (normalized) is 0.244. The MHC is DRB1_1302 with pseudo-sequence DRB1_1302. (2) The peptide sequence is LRLFDYNKNAIKTLN. The MHC is DRB1_0405 with pseudo-sequence DRB1_0405. The binding affinity (normalized) is 0.598. (3) The peptide sequence is SGITLKQATTAPCAV. The MHC is DRB1_0901 with pseudo-sequence DRB1_0901. The binding affinity (normalized) is 0.318. (4) The peptide sequence is SVWPIRYWATGSVLL. The MHC is DRB1_0301 with pseudo-sequence DRB1_0301. The binding affinity (normalized) is 0. (5) The peptide sequence is VLDLHPGAGKTRRILPQI. The MHC is DRB4_0101 with pseudo-sequence DRB4_0103. The binding affinity (normalized) is 0.612. (6) The peptide sequence is YDKFLCNVSTVLTGK. The MHC is DRB1_0404 with pseudo-sequence DRB1_0404. The binding affinity (normalized) is 0.597. (7) The peptide sequence is LRIKSYEDAKSPLTA. The MHC is HLA-DPA10301-DPB10402 with pseudo-sequence HLA-DPA10301-DPB10402. The binding affinity (normalized) is 0.234. (8) The peptide sequence is AAATAGATVYGAFAA. The MHC is HLA-DQA10501-DQB10301 with pseudo-sequence HLA-DQA10501-DQB10301. The binding affinity (normalized) is 0.842.